From a dataset of Reaction yield outcomes from USPTO patents with 853,638 reactions. Predict the reaction yield, written as a fraction of the theoretical maximum amount of product (1.0 means a 100% yield; for example, 0.34 means a 34% yield). The reactants are [OH:1][C:2]1[CH:7]=[CH:6][C:5]([S:8][CH2:9][CH2:10][CH2:11][C:12]([OH:14])=O)=[CH:4][CH:3]=1.[Cl:15][C:16]1[CH:24]=[CH:23][CH:22]=[CH:21][C:17]=1[CH2:18][NH:19][CH3:20]. No catalyst specified. The product is [Cl:15][C:16]1[CH:24]=[CH:23][CH:22]=[CH:21][C:17]=1[CH2:18][N:19]([CH3:20])[C:12](=[O:14])[CH2:11][CH2:10][CH2:9][S:8][C:5]1[CH:4]=[CH:3][C:2]([OH:1])=[CH:7][CH:6]=1. The yield is 0.810.